This data is from Catalyst prediction with 721,799 reactions and 888 catalyst types from USPTO. The task is: Predict which catalyst facilitates the given reaction. (1) Reactant: C(=O)([O-])[O-].[Cs+].[Cs+].[CH2:7](Br)[C:8]1[CH:13]=[CH:12][CH:11]=[CH:10][CH:9]=1.[CH:15]([C:17]1[CH:18]=[CH:19][C:20]([OH:26])=[C:21]([CH:25]=1)[C:22]([OH:24])=[O:23])=[O:16]. Product: [CH3:11][CH2:10][CH2:9][CH:8]([CH3:13])[CH3:7].[C:22]([O:24][CH2:13][CH3:8])(=[O:23])[CH3:21].[CH:15]([C:17]1[CH:18]=[CH:19][C:20]([O:26][CH2:7][C:8]2[CH:13]=[CH:12][CH:11]=[CH:10][CH:9]=2)=[C:21]([CH:25]=1)[C:22]([O:24][CH2:7][C:8]1[CH:13]=[CH:12][CH:11]=[CH:10][CH:9]=1)=[O:23])=[O:16]. The catalyst class is: 9. (2) Reactant: [CH2:1]([N:7]1[C:12](=O)[CH:11]2[CH:9]([C:10]2([C:16]2[CH:21]=[CH:20][CH:19]=[C:18]([N+:22]([O-:24])=[O:23])[CH:17]=2)[C:14]#[N:15])[C:8]1=O)[CH2:2][CH2:3][CH2:4][CH2:5][CH3:6].B.O1CCCC1. Product: [CH2:1]([N:7]1[CH2:8][CH:9]2[CH:11]([C:10]2([CH2:14][NH2:15])[C:16]2[CH:21]=[CH:20][CH:19]=[C:18]([N+:22]([O-:24])=[O:23])[CH:17]=2)[CH2:12]1)[CH2:2][CH2:3][CH2:4][CH2:5][CH3:6]. The catalyst class is: 7. (3) Reactant: [CH3:1][O:2][C:3]1[CH:8]=[C:7]([C:9]([F:12])([F:11])[F:10])[CH:6]=[CH:5][C:4]=1[C:13]1[C:22]2[C:17](=[CH:18][C:19]([S:23]([N:26](CC3C=CC(OC)=CC=3)[C:27]3[S:28][CH:29]=[CH:30][N:31]=3)(=[O:25])=[O:24])=[CH:20][CH:21]=2)[C:16](=[O:41])[NH:15][N:14]=1.C(O)(C(F)(F)F)=O. Product: [CH3:1][O:2][C:3]1[CH:8]=[C:7]([C:9]([F:12])([F:11])[F:10])[CH:6]=[CH:5][C:4]=1[C:13]1[C:22]2[C:17](=[CH:18][C:19]([S:23]([NH:26][C:27]3[S:28][CH:29]=[CH:30][N:31]=3)(=[O:25])=[O:24])=[CH:20][CH:21]=2)[C:16](=[O:41])[NH:15][N:14]=1. The catalyst class is: 2. (4) Reactant: Cl.[CH2:2]([O:4][C:5]1[CH:6]=[C:7]2[C:12](=[C:13]([N:15]3[CH2:20][CH2:19][N:18]([CH3:21])[CH2:17][CH2:16]3)[CH:14]=1)[O:11][C:10]([C:22](O)=[O:23])=[CH:9][C:8]2=[O:25])[CH3:3].C(Cl)(=O)C([Cl:29])=O. Product: [CH2:2]([O:4][C:5]1[CH:6]=[C:7]2[C:12](=[C:13]([N:15]3[CH2:20][CH2:19][N:18]([CH3:21])[CH2:17][CH2:16]3)[CH:14]=1)[O:11][C:10]([C:22]([Cl:29])=[O:23])=[CH:9][C:8]2=[O:25])[CH3:3]. The catalyst class is: 85. (5) Reactant: [C:1]([C:4]1[C:5](=[O:27])[O:6][C:7]2[C:12]([CH:13]=1)=[CH:11][CH:10]=[C:9]([N:14]1[CH2:19][CH2:18][N:17]([C:20]([O:22][C:23]([CH3:26])([CH3:25])[CH3:24])=[O:21])[CH2:16][CH2:15]1)[CH:8]=2)(=O)[CH3:2].COC(OC)[N:31]([CH3:33])C.[NH:36]1CCCC1.NN. Product: [O:27]=[C:5]1[C:4]([C:1]2[CH:2]=[CH:33][NH:31][N:36]=2)=[CH:13][C:12]2[C:7](=[CH:8][C:9]([N:14]3[CH2:19][CH2:18][N:17]([C:20]([O:22][C:23]([CH3:24])([CH3:26])[CH3:25])=[O:21])[CH2:16][CH2:15]3)=[CH:10][CH:11]=2)[O:6]1. The catalyst class is: 52.